This data is from NCI-60 drug combinations with 297,098 pairs across 59 cell lines. The task is: Regression. Given two drug SMILES strings and cell line genomic features, predict the synergy score measuring deviation from expected non-interaction effect. (1) Drug 1: C1=CC=C(C=C1)NC(=O)CCCCCCC(=O)NO. Drug 2: C1C(C(OC1N2C=NC3=C2NC=NCC3O)CO)O. Cell line: COLO 205. Synergy scores: CSS=9.54, Synergy_ZIP=-4.83, Synergy_Bliss=-0.956, Synergy_Loewe=-2.05, Synergy_HSA=-1.37. (2) Drug 1: CS(=O)(=O)OCCCCOS(=O)(=O)C. Drug 2: CC1C(C(CC(O1)OC2CC(CC3=C2C(=C4C(=C3O)C(=O)C5=C(C4=O)C(=CC=C5)OC)O)(C(=O)CO)O)N)O.Cl. Cell line: SK-OV-3. Synergy scores: CSS=25.4, Synergy_ZIP=1.47, Synergy_Bliss=0.753, Synergy_Loewe=-20.7, Synergy_HSA=-0.00856. (3) Drug 1: CCC1(CC2CC(C3=C(CCN(C2)C1)C4=CC=CC=C4N3)(C5=C(C=C6C(=C5)C78CCN9C7C(C=CC9)(C(C(C8N6C=O)(C(=O)OC)O)OC(=O)C)CC)OC)C(=O)OC)O.OS(=O)(=O)O. Drug 2: C1=CC=C(C(=C1)C(C2=CC=C(C=C2)Cl)C(Cl)Cl)Cl. Cell line: SN12C. Synergy scores: CSS=-2.00, Synergy_ZIP=0.462, Synergy_Bliss=4.13, Synergy_Loewe=-9.00, Synergy_HSA=-9.08. (4) Cell line: OVCAR-4. Drug 2: C1CN(CCN1C(=O)CCBr)C(=O)CCBr. Synergy scores: CSS=8.23, Synergy_ZIP=-3.06, Synergy_Bliss=0.372, Synergy_Loewe=-1.09, Synergy_HSA=-0.821. Drug 1: CCN(CC)CCNC(=O)C1=C(NC(=C1C)C=C2C3=C(C=CC(=C3)F)NC2=O)C. (5) Drug 1: CC1=CC2C(CCC3(C2CCC3(C(=O)C)OC(=O)C)C)C4(C1=CC(=O)CC4)C. Drug 2: CN(C)C1=NC(=NC(=N1)N(C)C)N(C)C. Cell line: K-562. Synergy scores: CSS=-11.2, Synergy_ZIP=4.14, Synergy_Bliss=-4.50, Synergy_Loewe=-9.52, Synergy_HSA=-8.74. (6) Drug 1: CS(=O)(=O)CCNCC1=CC=C(O1)C2=CC3=C(C=C2)N=CN=C3NC4=CC(=C(C=C4)OCC5=CC(=CC=C5)F)Cl. Drug 2: COC1=C2C(=CC3=C1OC=C3)C=CC(=O)O2. Cell line: SN12C. Synergy scores: CSS=6.04, Synergy_ZIP=-2.05, Synergy_Bliss=-1.18, Synergy_Loewe=-3.15, Synergy_HSA=-2.58.